From a dataset of Catalyst prediction with 721,799 reactions and 888 catalyst types from USPTO. Predict which catalyst facilitates the given reaction. (1) Reactant: [C:1]1(=[O:7])[NH:5][C:4](=[O:6])[CH:3]=[CH:2]1.[CH3:8][C:9](=[CH2:11])[CH3:10].N(C(C)(C)C#N)=NC(C)(C)C#N. The catalyst class is: 11. Product: [C:4]1(=[O:6])[NH:5][C:1](=[O:7])[CH:2]=[CH:3]1.[CH3:10][C:9](=[CH2:8])[CH3:11]. (2) Reactant: [CH3:1][O:2][C:3](=[O:22])[CH2:4][O:5][C:6]1[CH:7]=[CH:8][C:9]2[O:13][C:12]([NH:14][CH:15]3[CH2:20][CH2:19][NH:18][CH2:17][CH2:16]3)=[N:11][C:10]=2[CH:21]=1.C(OC(N1CCC(N(OC)C2OC3C=CC(C(OC)=O)=CC=3N=2)CC1)=O)(C)(C)C.FC(F)(F)C(O)=O.[CH2:59]([O:61][C:62]1[CH:63]=[C:64]([CH:67]=[CH:68][C:69]=1[O:70][CH3:71])[CH:65]=O)[CH3:60].C([BH3-])#N.[Na+].C(N(C(C)C)C(C)C)C. Product: [CH3:1][O:2][C:3](=[O:22])[CH2:4][O:5][C:6]1[CH:7]=[CH:8][C:9]2[O:13][C:12]([NH:14][CH:15]3[CH2:20][CH2:19][N:18]([CH2:65][C:64]4[CH:67]=[CH:68][C:69]([O:70][CH3:71])=[C:62]([O:61][CH2:59][CH3:60])[CH:63]=4)[CH2:17][CH2:16]3)=[N:11][C:10]=2[CH:21]=1. The catalyst class is: 212. (3) Reactant: Cl[C:2]1[CH:11]=[C:10]([Cl:12])[C:9]2[C:4](=[CH:5][C:6]([Cl:13])=[CH:7][CH:8]=2)[N:3]=1.[CH3:14][O-:15].[Na+]. Product: [CH3:14][O:15][C:2]1[CH:11]=[C:10]([Cl:12])[C:9]2[C:4](=[CH:5][C:6]([Cl:13])=[CH:7][CH:8]=2)[N:3]=1. The catalyst class is: 11. (4) Reactant: [Cl:1][C:2]1[CH:7]=[CH:6][C:5]([C:8]2[O:9][C:10]3[CH:16]=[CH:15][C:14]([C:17]4[CH:18]=[CH:19][C:20]([NH2:23])=[N:21][CH:22]=4)=[CH:13][C:11]=3[N:12]=2)=[CH:4][CH:3]=1.[C:24](Cl)(=[O:26])[CH3:25].O. Product: [Cl:1][C:2]1[CH:3]=[CH:4][C:5]([C:8]2[O:9][C:10]3[CH:16]=[CH:15][C:14]([C:17]4[CH:18]=[CH:19][C:20]([NH:23][C:24](=[O:26])[CH3:25])=[N:21][CH:22]=4)=[CH:13][C:11]=3[N:12]=2)=[CH:6][CH:7]=1. The catalyst class is: 17. (5) Reactant: Br[C:2]1[N:3]=[CH:4][C:5]2[N:6]([CH:13]=1)[C:7](=[O:12])[CH:8]=[C:9]([OH:11])[N:10]=2.CC1(C)C(C)(C)OB([C:22]2[CH2:27][CH2:26][N:25]([C:28]([O:30][C:31]([CH3:34])([CH3:33])[CH3:32])=[O:29])[CH2:24][CH:23]=2)O1.C([O-])([O-])=O.[K+].[K+]. Product: [OH:11][C:9]1[N:10]=[C:5]2[CH:4]=[N:3][C:2]([C:22]3[CH2:27][CH2:26][N:25]([C:28]([O:30][C:31]([CH3:34])([CH3:33])[CH3:32])=[O:29])[CH2:24][CH:23]=3)=[CH:13][N:6]2[C:7](=[O:12])[CH:8]=1. The catalyst class is: 3. (6) Reactant: [CH:1]([C:4]1[NH:5][C:6]([CH2:9][C:10]#[N:11])=[N:7][N:8]=1)([CH3:3])[CH3:2].C([O:14][C:15](=O)[CH:16]([C:21](=O)[CH3:22])[CH2:17][CH2:18][CH2:19][CH3:20])C.C([O-])(=O)C.[NH4+]. Product: [CH2:17]([C:16]1[C:15](=[O:14])[N:7]2[N:8]=[C:4]([CH:1]([CH3:3])[CH3:2])[NH:5][C:6]2=[C:9]([C:10]#[N:11])[C:21]=1[CH3:22])[CH2:18][CH2:19][CH3:20]. The catalyst class is: 6.